This data is from CYP2C19 inhibition data for predicting drug metabolism from PubChem BioAssay. The task is: Regression/Classification. Given a drug SMILES string, predict its absorption, distribution, metabolism, or excretion properties. Task type varies by dataset: regression for continuous measurements (e.g., permeability, clearance, half-life) or binary classification for categorical outcomes (e.g., BBB penetration, CYP inhibition). Dataset: cyp2c19_veith. (1) The compound is C=CCNC(=S)N1CCN(c2ncc3c(=O)c(C(=O)O)cn(CC)c3n2)CC1. The result is 0 (non-inhibitor). (2) The compound is COC(=O)C(NC(=O)c1ccccc1)=C1C=C(C)OC(C)=C1. The result is 0 (non-inhibitor). (3) The molecule is CCCCNC(=O)NNC(=O)c1ccoc1C. The result is 0 (non-inhibitor). (4) The compound is CN1CCN(c2ccc([N+](=O)[O-])cc2S(=O)(=O)N2CCOCC2)CC1. The result is 0 (non-inhibitor). (5) The molecule is O=C(/C=C/Nc1ccccc1)c1ccc(Oc2ncccn2)cc1. The result is 1 (inhibitor). (6) The compound is CN1CCN(C2=Nc3cc(Cl)ccc3Nc3ccccc32)CC1. The result is 0 (non-inhibitor). (7) The drug is CCc1cc(C(c2ccc(F)cc2)N2CCOCC2)c(NC(=O)c2ccccc2)s1. The result is 1 (inhibitor).